This data is from Forward reaction prediction with 1.9M reactions from USPTO patents (1976-2016). The task is: Predict the product of the given reaction. (1) Given the reactants [NH2:1][C:2]1[N:7]=[C:6]([N:8]2[CH2:32][CH2:31][C:11]3([CH2:15][N:14]([C:16]([O:18][CH2:19][C:20]4[CH:25]=[CH:24][CH:23]=[CH:22][CH:21]=4)=[O:17])[C@H:13]([C:26]([O:28][CH2:29][CH3:30])=[O:27])[CH2:12]3)[CH2:10][CH2:9]2)[CH:5]=[C:4](Cl)[N:3]=1.[N:34]1([C:40]2[CH:45]=[CH:44][CH:43]=[CH:42][C:41]=2[CH2:46][NH2:47])[CH2:39][CH2:38][CH2:37][CH2:36][CH2:35]1.C(N(C(C)C)CC)(C)C, predict the reaction product. The product is: [NH2:1][C:2]1[N:7]=[C:6]([N:8]2[CH2:32][CH2:31][C:11]3([CH2:15][N:14]([C:16]([O:18][CH2:19][C:20]4[CH:25]=[CH:24][CH:23]=[CH:22][CH:21]=4)=[O:17])[C@H:13]([C:26]([O:28][CH2:29][CH3:30])=[O:27])[CH2:12]3)[CH2:10][CH2:9]2)[CH:5]=[C:4]([NH:47][CH2:46][C:41]2[CH:42]=[CH:43][CH:44]=[CH:45][C:40]=2[N:34]2[CH2:39][CH2:38][CH2:37][CH2:36][CH2:35]2)[N:3]=1. (2) Given the reactants [CH:1]1([C@@H:7]2[CH2:11][CH2:10][CH2:9][C@H:8]2[OH:12])[CH2:6][CH2:5][CH2:4][CH2:3][CH2:2]1, predict the reaction product. The product is: [CH:1]1([CH:7]2[CH2:11][CH2:10][CH2:9][C:8]2=[O:12])[CH2:2][CH2:3][CH2:4][CH2:5][CH2:6]1.